Dataset: Full USPTO retrosynthesis dataset with 1.9M reactions from patents (1976-2016). Task: Predict the reactants needed to synthesize the given product. (1) Given the product [O:37]=[C:28]1[C:29]2[C:34](=[CH:33][CH:32]=[CH:31][CH:30]=2)[C:35](=[O:36])[N:27]1[O:25][C@H:22]1[CH2:23][CH2:24][N:20]([C:18]([O:17][C:13]([CH3:16])([CH3:14])[CH3:15])=[O:19])[CH2:21]1, predict the reactants needed to synthesize it. The reactants are: N(C(OCC)=O)=NC(OCC)=O.[C:13]([O:17][C:18]([N:20]1[CH2:24][CH2:23][C@@H:22]([OH:25])[CH2:21]1)=[O:19])([CH3:16])([CH3:15])[CH3:14].O[N:27]1[C:35](=[O:36])[C:34]2[C:29](=[CH:30][CH:31]=[CH:32][CH:33]=2)[C:28]1=[O:37].C1(P(C2C=CC=CC=2)C2C=CC=CC=2)C=CC=CC=1. (2) The reactants are: [CH2:1]([N:8]1[CH:12]=[CH:11][N:10]=[C:9]1[C:13]1[CH:14]=[N:15][CH:16]=[CH:17][CH:18]=1)[C:2]1[CH:7]=[CH:6][CH:5]=[CH:4][CH:3]=1.[C:19]([C:21]1[CH:22]=[N:23][CH:24]=[CH:25][CH:26]=1)#[N:20].B(O)(O)[C:28]1[CH:33]=CC=[C:30](F)[CH:29]=1. Given the product [C:25]1([C:24]2[N:20]=[CH:19][C:21]([C:12]3[NH:8][C:9]([C:13]4[CH:14]=[N:15][CH:16]=[CH:17][CH:18]=4)=[N:10][CH:11]=3)=[CH:22][N:23]=2)[CH:26]=[CH:30][CH:29]=[CH:28][CH:33]=1.[CH2:1]([N:8]1[CH:12]=[CH:11][N:10]=[C:9]1[C:13]1[CH:14]=[N:15][CH:16]=[CH:17][CH:18]=1)[C:2]1[CH:3]=[CH:4][CH:5]=[CH:6][CH:7]=1, predict the reactants needed to synthesize it. (3) Given the product [Br:17][C:18]1[CH:23]=[CH:22][C:21]([O:24][CH2:2][C:3]2[C:8]([CH3:9])=[CH:7][CH:6]=[CH:5][C:4]=2[N:10]2[C:14](=[O:15])[N:13]([CH3:16])[N:12]=[N:11]2)=[CH:20][C:19]=1[O:25][CH3:26], predict the reactants needed to synthesize it. The reactants are: Br[CH2:2][C:3]1[C:8]([CH3:9])=[CH:7][CH:6]=[CH:5][C:4]=1[N:10]1[C:14](=[O:15])[N:13]([CH3:16])[N:12]=[N:11]1.[Br:17][C:18]1[CH:23]=[CH:22][C:21]([OH:24])=[CH:20][C:19]=1[O:25][CH3:26].C(=O)([O-])[O-].[K+].[K+].C(#N)C. (4) Given the product [CH3:1][CH:2]1[CH2:7][CH2:6][C:5]2[N:18]([C:19]3[CH:27]=[CH:26][C:22]([C:23]([OH:25])=[O:24])=[CH:21][CH:20]=3)[C:10]([C:11]3[CH:16]=[CH:15][CH:14]=[CH:13][CH:12]=3)=[CH:9][C:4]=2[CH2:3]1, predict the reactants needed to synthesize it. The reactants are: [CH3:1][CH:2]1[CH2:7][CH2:6][C:5](=O)[CH:4]([CH2:9][C:10](=O)[C:11]2[CH:16]=[CH:15][CH:14]=[CH:13][CH:12]=2)[CH2:3]1.[NH2:18][C:19]1[CH:27]=[CH:26][C:22]([C:23]([OH:25])=[O:24])=[CH:21][CH:20]=1. (5) Given the product [CH3:1][O:2][C:3](=[O:29])/[CH:4]=[CH:5]/[C:6]1[CH:7]=[C:8]2[C:25](=[CH:26][CH:27]=1)[O:24][C:11]1([CH2:16][CH2:15][CH2:14][N:13]([CH2:17][C:37]3[C:38]4[C:43](=[CH:42][CH:41]=[CH:40][CH:39]=4)[N:35]([CH3:34])[CH:36]=3)[CH2:12]1)[CH2:10][C:9]2=[O:28], predict the reactants needed to synthesize it. The reactants are: [CH3:1][O:2][C:3](=[O:29])/[CH:4]=[CH:5]/[C:6]1[CH:7]=[C:8]2[C:25](=[CH:26][CH:27]=1)[O:24][C:11]1([CH2:16][CH2:15][CH2:14][N:13]([C:17](OC(C)(C)C)=O)[CH2:12]1)[CH2:10][C:9]2=[O:28].CC(O)=O.[CH3:34][N:35]1[C:43]2[C:38](=[CH:39][CH:40]=[CH:41][CH:42]=2)[C:37](C=O)=[CH:36]1.[BH-](OC(C)=O)(OC(C)=O)OC(C)=O.[Na+].